Dataset: Experimentally validated miRNA-target interactions with 360,000+ pairs, plus equal number of negative samples. Task: Binary Classification. Given a miRNA mature sequence and a target amino acid sequence, predict their likelihood of interaction. (1) The miRNA is hsa-miR-3689f with sequence UGUGAUAUCGUGCUUCCUGGGA. The protein sequence of the target gene is MGWRPRRARGTPLLLLLLLLLLWPVPGAGVLQGHIPGQPVTPHWVLDGQPWRTVSLEEPVSKPDMGLVALEAEGQELLLELEKNHRLLAPGYIETHYGPDGQPVVLAPNHTDHCHYQGRVRGFPDSWVVLCTCSGMSGLITLSRNASYYLRPWPPRGSKDFSTHEIFRMEQLLTWKGTCGHRDPGNKAGMTSLPGGPQSRGRREARRTRKYLELYIVADHTLFLTRHRNLNHTKQRLLEVANYVDQLLRTLDIQVALTGLEVWTERDRSRVTQDANATLWAFLQWRRGLWAQRPHDSAQL.... Result: 0 (no interaction). (2) The miRNA is hsa-miR-6883-3p with sequence UUCCCUAUCUCACUCUCCUCAG. The protein sequence of the target gene is MSNNTTIPSKTATDICLTDRQMSLSVSSTEGVLIGTIIPILVLFGISGNILNLTVLLAPNLRTRSNQLLACLAVADIVSLVVILPHSMAHYETFETALWFRKFYGKYKFQIIAMTNWSIATATWLVFVICLERLIIIKYPLSVRKQAKFFTPRNVVTIIVVTTFILTSYNHVSHACAEKLFCNGTQYHVACLGIDSERWFRNEPNPNSEFMKSVVRVAPQVNAIFVVLIPVVLVIIFNVMLILTLRQRTKLFEPSKTIRGDSQFTQLQSKTEHKVTITVTAIVTCFTITQSPSAFVTFLS.... Result: 0 (no interaction). (3) The miRNA is hsa-miR-26b-5p with sequence UUCAAGUAAUUCAGGAUAGGU. The protein sequence of the target gene is MNFRQLLLHLPRYLGASGSPRRLWWSPSLDTISSVGSWRGRSSKSPAHWNQVVSEAEKIVGYPTSFMSLRCLLSDELSNIAMQVRKLVGTQHPLLTTARGLVHDSWNSLQLRGLVVLLISKAAGPSSVNTSCQNYDMVSGIYSCQRSLAEITELIHIALLVHRGIVNLNELQSSDGPLKDMQFGNKIAILSGDFLLANACNGLALLQNTKVVELLASALMDLVQGVYHENSTSKESYITDDIGISTWKEQTFLSHGALLAKSCQAAMELAKHDAEVQNMAFQYGKHMAMSHKINSDVQPF.... Result: 1 (interaction). (4) The miRNA is cel-miR-74-3p with sequence UGGCAAGAAAUGGCAGUCUACA. The protein sequence of the target gene is MAATLLAARGAGPAPAWGPEAFTPDWESREVSTGTTIMAVQFDGGVVLGADSRTTTGSYIANRVTDKLTPIHDRIFCCRSGSAADTQAVADAVTYQLGFHSIELNEPPLVHTAASLFKEMCYRYREDLMAGIIIAGWDPQEGGQVYSVPMGGMMVRQSFAIGGSGSSYIYGYVDATYREGMTKEECLQFTANALALAMERDGSSGGVIRLAAIAESGVERQVLLGDQIPKFAVATLPPA. Result: 0 (no interaction).